From a dataset of Peptide-MHC class I binding affinity with 185,985 pairs from IEDB/IMGT. Regression. Given a peptide amino acid sequence and an MHC pseudo amino acid sequence, predict their binding affinity value. This is MHC class I binding data. The peptide sequence is FLVPFVVFL. The MHC is HLA-A02:06 with pseudo-sequence HLA-A02:06. The binding affinity (normalized) is 0.885.